The task is: Predict the reaction yield, written as a fraction of the theoretical maximum amount of product (1.0 means a 100% yield; for example, 0.34 means a 34% yield).. This data is from Reaction yield outcomes from USPTO patents with 853,638 reactions. (1) The reactants are [CH2:1]([O:8][C:9]1[CH:21]=[C:20]2[C:12]([C:13]3[CH:14]=[CH:15][C:16]([NH:22]C(=O)OC(C)(C)C)=[CH:17][C:18]=3[NH:19]2)=[CH:11][CH:10]=1)[C:2]1[CH:7]=[CH:6][CH:5]=[CH:4][CH:3]=1.Cl. The catalyst is O1CCOCC1. The product is [CH2:1]([O:8][C:9]1[CH:21]=[C:20]2[C:12]([C:13]3[CH:14]=[CH:15][C:16]([NH2:22])=[CH:17][C:18]=3[NH:19]2)=[CH:11][CH:10]=1)[C:2]1[CH:3]=[CH:4][CH:5]=[CH:6][CH:7]=1. The yield is 1.00. (2) The reactants are [OH:1][C:2]([CH3:38])([CH3:37])[CH2:3][C@@:4]1([C:31]2[CH:36]=[CH:35][CH:34]=[CH:33][CH:32]=2)[O:9][C:8](=[O:10])[N:7]([C@H:11]([C:13]2[CH:18]=[CH:17][C:16]([C:19]3[CH:24]=[CH:23][N:22]=[C:21]([C:25]4([C:28](O)=[O:29])[CH2:27][CH2:26]4)[CH:20]=3)=[CH:15][CH:14]=2)[CH3:12])[CH2:6][CH2:5]1.[NH3:39]. No catalyst specified. The product is [OH:1][C:2]([CH3:37])([CH3:38])[CH2:3][C@@:4]1([C:31]2[CH:32]=[CH:33][CH:34]=[CH:35][CH:36]=2)[O:9][C:8](=[O:10])[N:7]([C@H:11]([C:13]2[CH:18]=[CH:17][C:16]([C:19]3[CH:24]=[CH:23][N:22]=[C:21]([C:25]4([C:28]([NH2:39])=[O:29])[CH2:26][CH2:27]4)[CH:20]=3)=[CH:15][CH:14]=2)[CH3:12])[CH2:6][CH2:5]1. The yield is 0.680. (3) The reactants are C(O[C:4]([C:6]1[C:7](=[O:25])[N:8]([CH2:18][CH2:19][C:20]([CH3:24])([CH3:23])[CH2:21][CH3:22])[N:9]=[C:10]([C:13]2[S:14][CH:15]=[CH:16][CH:17]=2)[C:11]=1[OH:12])=O)C.[NH2:26][C:27]1[CH:32]=[CH:31][C:30]([NH:33][S:34]([CH3:37])(=[O:36])=[O:35])=[CH:29][C:28]=1[S:38]([NH2:41])(=[O:40])=[O:39]. The catalyst is N1C=CC=CC=1. The product is [CH3:24][C:20]([CH3:23])([CH2:21][CH3:22])[CH2:19][CH2:18][N:8]1[C:7](=[O:25])[C:6]([C:4]2[NH:26][C:27]3[CH:32]=[CH:31][C:30]([NH:33][S:34]([CH3:37])(=[O:35])=[O:36])=[CH:29][C:28]=3[S:38](=[O:40])(=[O:39])[N:41]=2)=[C:11]([OH:12])[C:10]([C:13]2[S:14][CH:15]=[CH:16][CH:17]=2)=[N:9]1. The yield is 0.160. (4) The reactants are [C:1]1([C:8]([OH:10])=O)([C:5]([OH:7])=[O:6])[CH2:4][CH2:3][CH2:2]1.C(N(CC)CC)C.S(Cl)(Cl)=O.[F:22][C:23]1[CH:29]=[CH:28][C:26]([NH2:27])=[CH:25][CH:24]=1. The catalyst is C1COCC1.C(OCC)(=O)C. The product is [F:22][C:23]1[CH:29]=[CH:28][C:26]([NH:27][C:8]([C:1]2([C:5]([OH:7])=[O:6])[CH2:2][CH2:3][CH2:4]2)=[O:10])=[CH:25][CH:24]=1. The yield is 0.349. (5) The reactants are C(O)(=O)C.[NH2:5][C:6]1[S:7][C:8]([CH3:23])=[CH:9][C:10]=1[C:11](=[O:22])[C:12]1[CH:17]=[CH:16][CH:15]=[C:14]([C:18]([F:21])([F:20])[F:19])[CH:13]=1.[O-:24][C:25]#[N:26].[Na+]. The catalyst is O. The product is [CH3:23][C:8]1[S:7][C:6]([NH:5][C:25]([NH2:26])=[O:24])=[C:10]([C:11](=[O:22])[C:12]2[CH:17]=[CH:16][CH:15]=[C:14]([C:18]([F:19])([F:21])[F:20])[CH:13]=2)[CH:9]=1. The yield is 0.890. (6) The yield is 0.480. The product is [Cl:14][C:5]1[N:4]=[N:3][C:2]([O:15][CH2:16][CH3:17])=[C:7]([N:8]2[CH2:13][CH2:12][O:11][CH2:10][CH2:9]2)[CH:6]=1. The reactants are Cl[C:2]1[N:3]=[N:4][C:5]([Cl:14])=[CH:6][C:7]=1[N:8]1[CH2:13][CH2:12][O:11][CH2:10][CH2:9]1.[O-:15][CH2:16][CH3:17].[Na+]. The catalyst is CCO.